From a dataset of Forward reaction prediction with 1.9M reactions from USPTO patents (1976-2016). Predict the product of the given reaction. (1) The product is: [ClH:47].[ClH:47].[C:1]([C:5]1[CH:6]=[C:7]([NH:40][S:41]([CH3:44])(=[O:43])=[O:42])[C:8]([O:38][CH3:39])=[C:9]([NH:11][C:12]([C:14]2[N:15]([CH3:37])[C:16]3[C:21]([CH:22]=2)=[CH:20][CH:19]=[CH:18][C:17]=3[CH2:23][N:24]2[CH2:25][CH2:26][NH:27][CH2:28][CH2:29]2)=[O:13])[CH:10]=1)([CH3:4])([CH3:2])[CH3:3]. Given the reactants [C:1]([C:5]1[CH:6]=[C:7]([NH:40][S:41]([CH3:44])(=[O:43])=[O:42])[C:8]([O:38][CH3:39])=[C:9]([NH:11][C:12]([C:14]2[N:15]([CH3:37])[C:16]3[C:21]([CH:22]=2)=[CH:20][CH:19]=[CH:18][C:17]=3[CH2:23][N:24]2[CH2:29][CH2:28][N:27](C(OC(C)(C)C)=O)[CH2:26][CH2:25]2)=[O:13])[CH:10]=1)([CH3:4])([CH3:3])[CH3:2].CO.[ClH:47], predict the reaction product. (2) Given the reactants [F:1][C:2]([F:7])([F:6])[C:3]([OH:5])=[O:4].[F:8][C:9]([F:14])([F:13])[C:10]([OH:12])=[O:11].FC(F)(F)C(O)=O.[Cl:22][C:23]1[CH:24]=[N:25][C:26]2[NH:27][C:28]3[CH:29]=[N:30][CH:31]=[C:32]([CH:54]=3)[CH2:33][CH2:34][C:35]3[CH:43]=[C:39]([NH:40][C:41]=1[N:42]=2)[CH:38]=[CH:37][C:36]=3[O:44][CH2:45][C:46](=[O:53])[N:47]1[CH2:52][CH2:51][NH:50][CH2:49][CH2:48]1.O=C1CCC(=O)N1[O:62][C:63](=O)[CH2:64][C:65]#[N:66], predict the reaction product. The product is: [F:1][C:2]([F:7])([F:6])[C:3]([OH:5])=[O:4].[F:8][C:9]([F:14])([F:13])[C:10]([OH:12])=[O:11].[Cl:22][C:23]1[CH:24]=[N:25][C:26]2[NH:27][C:28]3[CH:29]=[N:30][CH:31]=[C:32]([CH:54]=3)[CH2:33][CH2:34][C:35]3[CH:43]=[C:39]([NH:40][C:41]=1[N:42]=2)[CH:38]=[CH:37][C:36]=3[O:44][CH2:45][C:46]([N:47]1[CH2:52][CH2:51][N:50]([C:63](=[O:62])[CH2:64][C:65]#[N:66])[CH2:49][CH2:48]1)=[O:53]. (3) Given the reactants [F:1][C:2]1([F:52])[CH2:7][CH2:6][CH:5]([C:8]2[C:17]3[C@@H:16]([OH:18])[CH2:15][C:14]([CH3:20])([CH3:19])[CH2:13][C:12]=3[N:11]=[C:10]([CH:21]3[CH2:26][CH2:25][N:24]([C:27]4[N:32]=[CH:31][C:30]([O:33][CH2:34][CH2:35][C:36]([OH:39])([CH3:38])[CH3:37])=[CH:29][N:28]=4)[CH2:23][CH2:22]3)[C:9]=2[C@@H:40]([F:51])[C:41]2[CH:46]=[CH:45][C:44]([C:47]([F:50])([F:49])[F:48])=[CH:43][CH:42]=2)[CH2:4][CH2:3]1.[C:53]([OH:60])(=[O:59])[CH2:54][CH2:55][C:56]([OH:58])=[O:57].O, predict the reaction product. The product is: [C:53]([OH:60])(=[O:59])[CH2:54][CH2:55][C:56]([OH:58])=[O:57].[C:53]([OH:60])(=[O:59])[CH2:54][CH2:55][C:56]([OH:58])=[O:57].[F:52][C:2]1([F:1])[CH2:3][CH2:4][CH:5]([C:8]2[C:17]3[C@@H:16]([OH:18])[CH2:15][C:14]([CH3:19])([CH3:20])[CH2:13][C:12]=3[N:11]=[C:10]([CH:21]3[CH2:22][CH2:23][N:24]([C:27]4[N:32]=[CH:31][C:30]([O:33][CH2:34][CH2:35][C:36]([OH:39])([CH3:37])[CH3:38])=[CH:29][N:28]=4)[CH2:25][CH2:26]3)[C:9]=2[C@@H:40]([F:51])[C:41]2[CH:46]=[CH:45][C:44]([C:47]([F:48])([F:50])[F:49])=[CH:43][CH:42]=2)[CH2:6][CH2:7]1. (4) Given the reactants O/[CH:2]=[C:3]1\[C:4](=O)[C@:5]2([C:18]3[CH:19]=[C:20]([CH:25]=[CH:26][CH:27]=3)[C:21]([O:23][CH3:24])=[O:22])[C@@H:10]([CH2:11][CH2:12]\1)[C@H:9]([CH3:13])[C:8]1([O:17][CH2:16][CH2:15][O:14]1)[CH2:7][CH2:6]2.Cl.[CH2:30]([O:32][C:33](=[O:43])[C:34]1[CH:39]=[CH:38][C:37]([C:40](=[NH:42])[NH2:41])=[CH:36][CH:35]=1)[CH3:31].N1CCCCC1, predict the reaction product. The product is: [CH2:30]([O:32][C:33]([C:34]1[CH:39]=[CH:38][C:37]([C:40]2[N:41]=[CH:2][C:3]3[CH2:12][CH2:11][C@H:10]4[C@H:9]([CH3:13])[C:8]5([CH2:7][CH2:6][C@:5]4([C:18]4[CH:19]=[C:20]([CH:25]=[CH:26][CH:27]=4)[C:21]([O:23][CH3:24])=[O:22])[C:4]=3[N:42]=2)[O:17][CH2:16][CH2:15][O:14]5)=[CH:36][CH:35]=1)=[O:43])[CH3:31]. (5) Given the reactants Br[C:2]1[CH:7]=[CH:6][C:5]([F:8])=[CH:4][N:3]=1.CON(C)[C:12]([CH:14]1[CH2:16][CH2:15]1)=[O:13], predict the reaction product. The product is: [CH:14]1([C:12]([C:2]2[CH:7]=[CH:6][C:5]([F:8])=[CH:4][N:3]=2)=[O:13])[CH2:16][CH2:15]1. (6) Given the reactants C=C.[C:3]([O:9][CH3:10])(=[O:8])[CH2:4][CH2:5][CH:6]=[CH2:7], predict the reaction product. The product is: [CH2:3]=[CH2:4].[C:3]([O:9][CH3:10])(=[O:8])[CH2:4][CH2:5][CH:6]=[CH2:7]. (7) Given the reactants [NH2:1][CH2:2][CH2:3][CH2:4][C:5]#[C:6][C:7]1[C:8]([NH:22][CH2:23][CH2:24][CH3:25])=[N:9][C:10]([NH:13][C:14]2[CH:19]=[CH:18][C:17]([C:20]#[N:21])=[CH:16][CH:15]=2)=[N:11][CH:12]=1.[C:26]([O:30][C:31]([N:33]([CH3:39])[C@H:34]([C:36](O)=[O:37])[CH3:35])=[O:32])([CH3:29])([CH3:28])[CH3:27].Cl.C(N=C=NCCCN(C)C)C.O.ON1C2C=CC=CC=2N=N1.C(=O)([O-])O.[Na+], predict the reaction product. The product is: [C:20]([C:17]1[CH:16]=[CH:15][C:14]([NH:13][C:10]2[N:9]=[C:8]([NH:22][CH2:23][CH2:24][CH3:25])[C:7]([C:6]#[C:5][CH2:4][CH2:3][CH2:2][NH:1][C:36](=[O:37])[C@@H:34]([N:33]([CH3:39])[C:31](=[O:32])[O:30][C:26]([CH3:27])([CH3:29])[CH3:28])[CH3:35])=[CH:12][N:11]=2)=[CH:19][CH:18]=1)#[N:21]. (8) The product is: [I:7][C:8]1[CH:9]=[C:1]([CH:14]=[CH:15][C:16]=1[CH3:17])[C:2]([Cl:4])=[O:3]. Given the reactants [C:1](Cl)(=O)[C:2]([Cl:4])=[O:3].[I:7][C:8]1[CH:9]=C([CH:14]=[CH:15][C:16]=1[CH3:17])C(O)=O, predict the reaction product. (9) Given the reactants C(OC([C:6]1[C:15](=[O:16])[C:14]2[C:9](=[N:10][C:11]([CH3:17])=[CH:12][CH:13]=2)[NH:8][CH:7]=1)=O)C.[OH-].[Na+].Cl, predict the reaction product. The product is: [CH3:17][C:11]1[N:10]=[C:9]2[C:14]([C:15]([OH:16])=[CH:6][CH:7]=[N:8]2)=[CH:13][CH:12]=1. (10) Given the reactants O=P(Cl)(Cl)Cl.[CH3:6][O:7][C:8]1[CH:9]=[C:10]([CH2:14][NH:15][CH2:16][CH2:17][O:18][C:19](=[O:24])[C:20]([CH3:23])([CH3:22])[CH3:21])[CH:11]=[CH:12][CH:13]=1.[C:25]([O-])(=[O:27])C.[Na+], predict the reaction product. The product is: [CH:25]([C:13]1[CH:12]=[CH:11][C:10]([CH2:14][NH:15][CH2:16][CH2:17][O:18][C:19](=[O:24])[C:20]([CH3:21])([CH3:23])[CH3:22])=[CH:9][C:8]=1[O:7][CH3:6])=[O:27].